This data is from Reaction yield outcomes from USPTO patents with 853,638 reactions. The task is: Predict the reaction yield, written as a fraction of the theoretical maximum amount of product (1.0 means a 100% yield; for example, 0.34 means a 34% yield). The product is [CH3:20][C:12]1([CH3:21])[C:11]2[C:16](=[CH:17][C:8]([NH2:7])=[CH:9][CH:10]=2)[CH2:15][NH:14][CH2:13]1. The yield is 0.630. The catalyst is C1COCC1. The reactants are [H-].[H-].[H-].[H-].[Li+].[Al+3].[NH2:7][C:8]1[CH:17]=[C:16]2[C:11]([C:12]([CH3:21])([CH3:20])[C:13](=O)[NH:14][C:15]2=O)=[CH:10][CH:9]=1.[OH-].[Na+].